This data is from Reaction yield outcomes from USPTO patents with 853,638 reactions. The task is: Predict the reaction yield, written as a fraction of the theoretical maximum amount of product (1.0 means a 100% yield; for example, 0.34 means a 34% yield). (1) The reactants are FC(F)(F)S(O[C:7]1[C:8]([C:18]([N:20]([O:22][CH3:23])[CH3:21])=[O:19])=[CH:9][C:10]([Cl:17])=[C:11]2[C:16]=1[N:15]=[CH:14][CH:13]=[CH:12]2)(=O)=O.[CH3:26][O:27][CH2:28][CH2:29][N:30]1[CH2:35][CH2:34][NH:33][CH2:32][CH2:31]1.C(=O)([O-])[O-].[Cs+].[Cs+]. The catalyst is O1CCCC1.ClCCl.C([O-])(=O)C.[Pd+2].C([O-])(=O)C.C1(P(C2C=CC=CC=2)C2C=CC3C(=CC=CC=3)C=2C2C3C(=CC=CC=3)C=CC=2P(C2C=CC=CC=2)C2C=CC=CC=2)C=CC=CC=1. The product is [Cl:17][C:10]1[CH:9]=[C:8]([C:18]([N:20]([O:22][CH3:23])[CH3:21])=[O:19])[C:7]([N:33]2[CH2:34][CH2:35][N:30]([CH2:29][CH2:28][O:27][CH3:26])[CH2:31][CH2:32]2)=[C:16]2[C:11]=1[CH:12]=[CH:13][CH:14]=[N:15]2. The yield is 0.530. (2) The reactants are Br[C:2]1[CH:7]=[CH:6][C:5]([C:8](=[O:17])[CH2:9][C:10]([CH3:16])([CH3:15])[C:11]([O:13][CH3:14])=[O:12])=[CH:4][CH:3]=1.B1(B2OC(C)(C)C(C)(C)O2)OC(C)(C)C(C)(C)O1.C([O-])(=O)C.[K+].Cl[C:42]1[CH:43]=[CH:44][C:45]([N+:50]([O-:52])=[O:51])=[C:46]([O:48][CH3:49])[CH:47]=1.C(=O)([O-])[O-].[Cs+].[Cs+]. The catalyst is CN(C)C=O.C([O-])(=O)C.[Pd+2].C([O-])(=O)C.O. The product is [CH3:49][O:48][C:46]1[CH:47]=[C:42]([C:2]2[CH:7]=[CH:6][C:5]([C:8](=[O:17])[CH2:9][C:10]([CH3:16])([CH3:15])[C:11]([O:13][CH3:14])=[O:12])=[CH:4][CH:3]=2)[CH:43]=[CH:44][C:45]=1[N+:50]([O-:52])=[O:51]. The yield is 0.480. (3) The reactants are [C:1]1([CH2:7][OH:8])[CH:6]=[CH:5][CH:4]=[CH:3][CH:2]=1.Cl[P:10]1(=[O:15])[CH2:14][CH2:13][CH:12]=[CH:11]1.ClCCCl. The catalyst is CCN(CC)CC.C(Cl)Cl. The product is [C:1]1([CH2:7][O:8][P:10]2(=[O:15])[CH2:14][CH2:13][CH:12]=[CH:11]2)[CH:6]=[CH:5][CH:4]=[CH:3][CH:2]=1. The yield is 0.810. (4) The reactants are O[CH2:2][C:3]1[CH:12]=[N:11][C:10]2[N:9]3[CH2:13][CH2:14][S:15][CH2:16][CH:8]3[C:7](=[O:17])[NH:6][C:5]=2[CH:4]=1.[I-].C(C[P+](C)(C)C)#N.C(N(C(C)C)C(C)C)C.Cl.[Cl:36][C:37]1[CH:42]=[CH:41][C:40]([N:43]2[CH2:48][CH2:47][NH:46][CH2:45][CH2:44]2)=[CH:39][CH:38]=1. The catalyst is C(#N)CC.O. The product is [Cl:36][C:37]1[CH:38]=[CH:39][C:40]([N:43]2[CH2:48][CH2:47][N:46]([CH2:2][C:3]3[CH:12]=[N:11][C:10]4[N:9]5[CH2:13][CH2:14][S:15][CH2:16][CH:8]5[C:7](=[O:17])[NH:6][C:5]=4[CH:4]=3)[CH2:45][CH2:44]2)=[CH:41][CH:42]=1. The yield is 0.560. (5) The reactants are [F:1][C:2]([F:17])([F:16])[CH2:3][CH2:4][O:5][C:6]1[CH:14]=[C:13]2[C:9]([CH2:10][CH2:11][C:12]2=[O:15])=[CH:8][CH:7]=1.[C:18]([O:22]C)(=O)[CH:19]=[CH2:20].[CH3:24][C:25](C)([O-])C.[K+].[OH-].[K+]. The catalyst is [Cl-].[Na+].O.O. The product is [F:1][C:2]([F:16])([F:17])[CH2:3][CH2:4][O:5][C:6]1[CH:14]=[C:13]2[C:9]([CH2:10][C:11]3([CH2:20][CH2:19][C:18](=[O:22])[CH2:25][CH2:24]3)[C:12]2=[O:15])=[CH:8][CH:7]=1. The yield is 0.670. (6) The reactants are [CH:1]1([C:4]2[CH:34]=[CH:33][C:7]([O:8][C:9](=[CH:31][CH3:32])[C:10]([NH:12][C:13]3[CH:18]=[CH:17][C:16]([O:19][CH2:20][CH2:21][O:22][CH:23]4[CH2:28][CH2:27][CH2:26][CH2:25][O:24]4)=[C:15]([O:29][CH3:30])[CH:14]=3)=[O:11])=[CH:6][CH:5]=2)[CH2:3][CH2:2]1.[H-].[Na+].[CH2:37](Br)[CH:38]=[CH2:39]. The catalyst is CN(C=O)C. The product is [CH2:39]([N:12]([C:13]1[CH:18]=[CH:17][C:16]([O:19][CH2:20][CH2:21][O:22][CH:23]2[CH2:28][CH2:27][CH2:26][CH2:25][O:24]2)=[C:15]([O:29][CH3:30])[CH:14]=1)[C:10](=[O:11])[C:9]([O:8][C:7]1[CH:33]=[CH:34][C:4]([CH:1]2[CH2:3][CH2:2]2)=[CH:5][CH:6]=1)=[CH:31][CH3:32])[CH:38]=[CH2:37]. The yield is 0.830.